This data is from Cav3 T-type calcium channel HTS with 100,875 compounds. The task is: Binary Classification. Given a drug SMILES string, predict its activity (active/inactive) in a high-throughput screening assay against a specified biological target. (1) The molecule is Oc1c2c3n(CCCc3ccc2)c(=O)c1C(=O)NCCCC. The result is 0 (inactive). (2) The drug is O(c1c(ccc(OC)c1)/C=N\n1c(nnc1C)C)C. The result is 0 (inactive). (3) The compound is S(Cc1noc(c1C(O)=O)C(=O)NCC=C)c1ccc(OC)cc1. The result is 0 (inactive). (4) The drug is Fc1ccc(C2(NC(=O)N(C2=O)CC(=O)c2[nH]ccc2)CC)cc1. The result is 0 (inactive). (5) The molecule is Clc1cc2c(cc(nc2cc1)c1cccnc1)C(=O)Nc1ccc(S(=O)(=O)Nc2noc(c2)C)cc1. The result is 0 (inactive). (6) The compound is s1c(c2OCCOc2c1)C(=O)N(CC)CC. The result is 0 (inactive). (7) The molecule is O=C(N1CCN(CC1)CC)/C=C\C(O)=O. The result is 0 (inactive).